Task: Predict the reactants needed to synthesize the given product.. Dataset: Full USPTO retrosynthesis dataset with 1.9M reactions from patents (1976-2016) (1) Given the product [Br:1][CH2:7][C:6](=[O:8])[C:5]([CH3:10])([CH3:9])[CH2:4][OH:3], predict the reactants needed to synthesize it. The reactants are: [Br:1]Br.[OH:3][CH2:4][C:5]([CH3:10])([CH3:9])[C:6](=[O:8])[CH3:7].C(OCC)(=O)C.O. (2) Given the product [C:1]([O:5][C:6]([N:8]1[CH2:13][CH2:12][CH:11]([C:14]2[CH:19]=[CH:18][C:17]([O:20][CH2:21][CH2:22][CH2:23][O:24][CH2:25][C:26]3[CH:31]=[CH:30][CH:29]=[CH:28][C:27]=3[O:32][CH3:33])=[CH:16][CH:15]=2)[CH:10]([NH:34][C:45]([C:35]2[C:44]3[C:39](=[CH:40][CH:41]=[CH:42][CH:43]=3)[CH:38]=[CH:37][CH:36]=2)=[O:46])[CH2:9]1)=[O:7])([CH3:3])([CH3:4])[CH3:2].[CH3:33][O:32][C:27]1[CH:28]=[CH:29][CH:30]=[CH:31][C:26]=1[CH2:25][O:24][CH2:23][CH2:22][CH2:21][O:20][C:17]1[CH:16]=[CH:15][C:14]([CH:11]2[CH2:12][CH2:13][NH:8][CH2:9][CH:10]2[NH:34][C:45]([C:35]2[C:44]3[C:39](=[CH:40][CH:41]=[CH:42][CH:43]=3)[CH:38]=[CH:37][CH:36]=2)=[O:46])=[CH:19][CH:18]=1, predict the reactants needed to synthesize it. The reactants are: [C:1]([O:5][C:6]([N:8]1[CH2:13][CH2:12][CH:11]([C:14]2[CH:19]=[CH:18][C:17]([O:20][CH2:21][CH2:22][CH2:23][O:24][CH2:25][C:26]3[CH:31]=[CH:30][CH:29]=[CH:28][C:27]=3[O:32][CH3:33])=[CH:16][CH:15]=2)[CH:10]([NH2:34])[CH2:9]1)=[O:7])([CH3:4])([CH3:3])[CH3:2].[C:35]1([C:45](Cl)=[O:46])[C:44]2[C:39](=[CH:40][CH:41]=[CH:42][CH:43]=2)[CH:38]=[CH:37][CH:36]=1. (3) Given the product [CH2:7]([O:6][P:4](/[CH:9]=[CH:10]/[C:11]1[C:12]([O:22][CH2:23][C:24]2[CH:47]=[CH:46][C:27]([O:28][CH2:29][C:30]3[N:31]=[C:32]([C:36]4[CH:45]=[CH:44][C:39]([C:40]([OH:42])=[O:41])=[CH:38][CH:37]=4)[O:33][C:34]=3[CH3:35])=[C:26]([O:48][CH3:49])[CH:25]=2)=[N:13][N:14]([C:16]2[CH:17]=[CH:18][CH:19]=[CH:20][CH:21]=2)[CH:15]=1)([O:3][CH2:1][CH3:2])=[O:5])[CH3:8], predict the reactants needed to synthesize it. The reactants are: [CH2:1]([O:3][P:4](/[CH:9]=[CH:10]/[C:11]1[C:12]([O:22][CH2:23][C:24]2[CH:47]=[CH:46][C:27]([O:28][CH2:29][C:30]3[N:31]=[C:32]([C:36]4[CH:45]=[CH:44][C:39]([C:40]([O:42]C)=[O:41])=[CH:38][CH:37]=4)[O:33][C:34]=3[CH3:35])=[C:26]([O:48][CH3:49])[CH:25]=2)=[N:13][N:14]([C:16]2[CH:21]=[CH:20][CH:19]=[CH:18][CH:17]=2)[CH:15]=1)([O:6][CH2:7][CH3:8])=[O:5])[CH3:2].[OH-].[Na+].Cl. (4) The reactants are: C[C:2]1[C:3](C)=[C:4]([C:12]#[C:13]CO)[C:5]2[C:10]([CH:11]=1)=[CH:9][CH:8]=[CH:7][CH:6]=2.[OH-].[Na+].C1(C)C=CC=CC=1. Given the product [C:4]1([C:12]#[CH:13])[C:5]2[C:10](=[CH:9][CH:8]=[CH:7][CH:6]=2)[CH:11]=[CH:2][CH:3]=1, predict the reactants needed to synthesize it. (5) Given the product [CH2:1]([NH:5][C:6]1[N:14]=[CH:13][CH:12]=[CH:11][C:7]=1[C:8]([NH:50][C:46]([CH3:47])([C:48]#[CH:49])[CH3:45])=[O:10])[CH2:2][CH2:3][CH3:4], predict the reactants needed to synthesize it. The reactants are: [CH2:1]([NH:5][C:6]1[N:14]=[CH:13][CH:12]=[CH:11][C:7]=1[C:8]([OH:10])=O)[CH2:2][CH2:3][CH3:4].CCN=C=NCCCN(C)C.C1C=CC2N(O)N=NC=2C=1.CCN(C(C)C)C(C)C.[CH3:45][C:46]([NH2:50])([C:48]#[CH:49])[CH3:47].